From a dataset of Forward reaction prediction with 1.9M reactions from USPTO patents (1976-2016). Predict the product of the given reaction. Given the reactants C(OC(=O)[NH:7][CH2:8][CH2:9][CH2:10][N:11]1[C:20]2[CH:19]=[CH:18][C:17]([N:21]3[CH2:25][CH2:24][CH2:23][CH2:22]3)=[CH:16][C:15]=2[C:14]2=[N:26][N:27](C3CCCCO3)[C:28]([CH3:29])=[C:13]2[C:12]1=O)(C)(C)C.O.[C:39](O)(C(F)(F)F)=O, predict the reaction product. The product is: [CH3:29][C:28]1[NH:27][N:26]=[C:14]2[C:15]3[CH:16]=[C:17]([N:21]4[CH2:22][CH2:23][CH2:24][CH2:25]4)[CH:18]=[CH:19][C:20]=3[N:11]([CH2:10][CH2:9][CH2:8][NH2:7])[C:12](=[CH2:39])[C:13]=12.